Task: Predict the reaction yield, written as a fraction of the theoretical maximum amount of product (1.0 means a 100% yield; for example, 0.34 means a 34% yield).. Dataset: Reaction yield outcomes from USPTO patents with 853,638 reactions (1) The catalyst is C(OCC)(=O)C.CO.C1(C)C=CC=CC=1. The reactants are [Cl:1][C:2]1[C:3]([C:8]2[CH:14]=[C:13]([O:15][C:16]3[CH:21]=[CH:20][C:19]([S:22]([CH3:25])(=[O:24])=[O:23])=[CH:18][CH:17]=3)[C:11]([NH2:12])=[C:10]([CH3:26])[CH:9]=2)=[N:4][CH:5]=[CH:6][CH:7]=1.C([O-])(=O)C.[K+].C(OC(=O)C)(=O)C.[N:39](OCCC(C)C)=O.C(=O)([O-])[O-].[K+].[K+]. The yield is 0.720. The product is [Cl:1][C:2]1[C:3]([C:8]2[CH:9]=[C:10]3[C:11](=[C:13]([O:15][C:16]4[CH:17]=[CH:18][C:19]([S:22]([CH3:25])(=[O:24])=[O:23])=[CH:20][CH:21]=4)[CH:14]=2)[NH:12][N:39]=[CH:26]3)=[N:4][CH:5]=[CH:6][CH:7]=1. (2) The reactants are [CH2:1]([NH:8][C:9]([C:11]1[S:12][CH:13]=[CH:14][C:15]=1[CH3:16])=[O:10])[C:2]1[CH:7]=[CH:6][CH:5]=[CH:4][CH:3]=1.[Br:17]N1C(=O)CCC1=O. The catalyst is C(#N)C. The product is [CH2:1]([NH:8][C:9]([C:11]1[S:12][C:13]([Br:17])=[CH:14][C:15]=1[CH3:16])=[O:10])[C:2]1[CH:3]=[CH:4][CH:5]=[CH:6][CH:7]=1. The yield is 0.690.